This data is from Reaction yield outcomes from USPTO patents with 853,638 reactions. The task is: Predict the reaction yield, written as a fraction of the theoretical maximum amount of product (1.0 means a 100% yield; for example, 0.34 means a 34% yield). The reactants are Cl[C:2]1[C:7]([C:8]([F:11])([F:10])[F:9])=[CH:6][N:5]=[C:4]([NH:12][C:13]2[CH:27]=[CH:26][C:16]([CH2:17][P:18](=[O:25])([O:22][CH2:23][CH3:24])[O:19][CH2:20][CH3:21])=[CH:15][CH:14]=2)[N:3]=1.[NH2:28][C:29]1[CH:38]=[CH:37][C:36]([C:39]#[N:40])=[CH:35][C:30]=1[C:31]([NH:33][CH3:34])=[O:32]. No catalyst specified. The product is [C:39]([C:36]1[CH:37]=[CH:38][C:29]([NH:28][C:2]2[C:7]([C:8]([F:10])([F:9])[F:11])=[CH:6][N:5]=[C:4]([NH:12][C:13]3[CH:14]=[CH:15][C:16]([CH2:17][P:18](=[O:25])([O:19][CH2:20][CH3:21])[O:22][CH2:23][CH3:24])=[CH:26][CH:27]=3)[N:3]=2)=[C:30]([C:31](=[O:32])[NH:33][CH3:34])[CH:35]=1)#[N:40]. The yield is 0.220.